Dataset: NCI-60 drug combinations with 297,098 pairs across 59 cell lines. Task: Regression. Given two drug SMILES strings and cell line genomic features, predict the synergy score measuring deviation from expected non-interaction effect. (1) Drug 1: C1=CC(=CC=C1CCC2=CNC3=C2C(=O)NC(=N3)N)C(=O)NC(CCC(=O)O)C(=O)O. Drug 2: CN(C)N=NC1=C(NC=N1)C(=O)N. Cell line: SF-295. Synergy scores: CSS=27.2, Synergy_ZIP=-2.45, Synergy_Bliss=-5.15, Synergy_Loewe=-3.44, Synergy_HSA=-3.46. (2) Drug 1: CN(C)N=NC1=C(NC=N1)C(=O)N. Drug 2: C1C(C(OC1N2C=C(C(=O)NC2=O)F)CO)O. Cell line: CAKI-1. Synergy scores: CSS=20.9, Synergy_ZIP=-6.17, Synergy_Bliss=-6.26, Synergy_Loewe=-4.31, Synergy_HSA=-2.76. (3) Drug 1: C1=NC2=C(N1)C(=S)N=C(N2)N. Drug 2: CN(C(=O)NC(C=O)C(C(C(CO)O)O)O)N=O. Cell line: OVCAR-4. Synergy scores: CSS=24.6, Synergy_ZIP=0.676, Synergy_Bliss=0.583, Synergy_Loewe=-26.9, Synergy_HSA=0.228. (4) Drug 1: C1=CC(=CC=C1CCC2=CNC3=C2C(=O)NC(=N3)N)C(=O)NC(CCC(=O)O)C(=O)O. Drug 2: C1CCC(CC1)NC(=O)N(CCCl)N=O. Cell line: HT29. Synergy scores: CSS=16.8, Synergy_ZIP=-7.65, Synergy_Bliss=-11.5, Synergy_Loewe=-16.0, Synergy_HSA=-8.59.